Dataset: Skin sensitization/reaction prediction data. Task: Regression/Classification. Given a drug SMILES string, predict its toxicity properties. Task type varies by dataset: regression for continuous values (e.g., LD50, hERG inhibition percentage) or binary classification for toxic/non-toxic outcomes (e.g., AMES mutagenicity, cardiotoxicity, hepatotoxicity). Dataset: skin_reaction. (1) The compound is N#CC1CC(F)CN1C(=O)C(N)C(c1ccc(F)cc1)c1ccc(F)cc1. The result is 0 (no skin reaction). (2) The molecule is Nc1ccccc1Nc1ccccc1. The result is 1 (causes skin reaction). (3) The drug is CC(I)CCCN1C(=O)c2ccccc2C1=O. The result is 1 (causes skin reaction). (4) The compound is Cc1nc2ccccc2c(=O)o1. The result is 1 (causes skin reaction). (5) The molecule is CCOC(=O)C(C)(C)Oc1ccc(Cl)cc1. The result is 0 (no skin reaction). (6) The drug is CS(=O)(=O)CCN. The result is 0 (no skin reaction). (7) The molecule is NC1CCCCC1N. The result is 1 (causes skin reaction).